Dataset: Reaction yield outcomes from USPTO patents with 853,638 reactions. Task: Predict the reaction yield, written as a fraction of the theoretical maximum amount of product (1.0 means a 100% yield; for example, 0.34 means a 34% yield). (1) The reactants are [C:1]([Cu])#[N:2].Br[C:5]1[CH:13]=[CH:12][C:8]2[S:9][CH:10]=[CH:11][C:7]=2[CH:6]=1.N1C=CC=CC=1.C(N)CN. The catalyst is CN(C=O)C. The product is [S:9]1[CH:10]=[CH:11][C:7]2[CH:6]=[C:5]([C:1]#[N:2])[CH:13]=[CH:12][C:8]1=2. The yield is 0.900. (2) The reactants are [CH2:1]([C:4]1[C:12]([O:13][CH2:14][C:15]2[CH:20]=[CH:19][CH:18]=[CH:17][CH:16]=2)=[CH:11][CH:10]=[C:9]2[C:5]=1[CH:6]=[CH:7][NH:8]2)[CH:2]=[CH2:3].[H-].[Na+].[CH3:23]I. The catalyst is CN(C=O)C.O. The product is [CH2:1]([C:4]1[C:12]([O:13][CH2:14][C:15]2[CH:20]=[CH:19][CH:18]=[CH:17][CH:16]=2)=[CH:11][CH:10]=[C:9]2[C:5]=1[CH:6]=[CH:7][N:8]2[CH3:23])[CH:2]=[CH2:3]. The yield is 0.670. (3) The reactants are [NH2:1][C:2]1[C:11]2[C:6](=[C:7](Br)[CH:8]=[CH:9][CH:10]=2)[N:5]=[N:4][C:3]=1[C:13]([NH:15][CH2:16][CH2:17][CH3:18])=[O:14].[CH3:19][O:20][C:21]1[CH:22]=[CH:23][C:24]([CH3:30])=[C:25](B(O)O)[CH:26]=1. The yield is 0.730. No catalyst specified. The product is [NH2:1][C:2]1[C:11]2[C:6](=[C:7]([C:23]3[CH:22]=[C:21]([O:20][CH3:19])[CH:26]=[CH:25][C:24]=3[CH3:30])[CH:8]=[CH:9][CH:10]=2)[N:5]=[N:4][C:3]=1[C:13]([NH:15][CH2:16][CH2:17][CH3:18])=[O:14]. (4) The reactants are [N:1]([CH:4]1[CH2:9][CH2:8][CH2:7][CH2:6][CH:5]1[OH:10])=[N+:2]=[N-:3].[OH-].[Na+].S(OC)(O[CH3:17])(=O)=O. The catalyst is S([O-])(O)(=O)=O.C([N+](CCCC)(CCCC)CCCC)CCC.C(Cl)Cl. The product is [N:1]([CH:4]1[CH2:9][CH2:8][CH2:7][CH2:6][CH:5]1[O:10][CH3:17])=[N+:2]=[N-:3]. The yield is 0.580.